The task is: Binary Classification. Given a miRNA mature sequence and a target amino acid sequence, predict their likelihood of interaction.. This data is from Experimentally validated miRNA-target interactions with 360,000+ pairs, plus equal number of negative samples. (1) The protein sequence of the target gene is MSSSFFNPSFAFSSHFDPDGAPLSELSWSSSLAVVAVSFSGIFTVVILMLACLCCKKGGIGFKEFENAEGDEYVADFSEQGSPAAAAQTGPDVYVLPLTEVSLPMAKQPGRSVQLLKSTDLGRHSLLYLKEIGHGWFGKVFLGEVHSGVSGTQVVVKELKVSASVQEQMQFLEEAQPYRALQHSNLLQCLAQCAEVTPYLLVMEFCPLGDLKGYLRSCRVTESMAPDPLTLQRMACEVACGVLHLHRHNYVHSDLALRNCLLTADLTVKVGDYGLSHCKYREDYLVTADQLWVPLRWIAP.... The miRNA is hsa-miR-638 with sequence AGGGAUCGCGGGCGGGUGGCGGCCU. Result: 0 (no interaction). (2) Result: 0 (no interaction). The miRNA is mmu-miR-351-5p with sequence UCCCUGAGGAGCCCUUUGAGCCUG. The protein sequence of the target gene is MEALRRAHEVALRLLLCRPWASRAAARPKPSASEVLTRHLLQRRLPHWTSFCVPYSAVRNDQFGLSHFNWPVQGANYHVLRTGCFPFIKYHCSKAPWQDLARQNRFFTALKVVNLGIPTLLYGLGSWLFARVTETVHTSYGPITVYFLNKEDEGAMY. (3) The miRNA is hsa-miR-1255b-2-3p with sequence AACCACUUUCUUUGCUCAUCCA. The protein sequence of the target gene is MAAENSKQFWKRSAKLPGSIQPVYGAQHPPLDPRLTKNFIKERSKVNTVPLKNKKASSFHEFARNTSDAWDIGDDEEEDFSSPSFQTLNSKVALATAAQVLENHSKLRVKPERSQSTTSDVPANYKVIKSSSDAQLSRNSSDTCLRNPLHKQQSLPLRPIIPLVARISDQNASGAPPMTVREKTRLEKFRQLLSSQNTDLDELRKCSWPGVPREVRPITWRLLSGYLPANTERRKLTLQRKREEYFGFIEQYYDSRNEEHHQDTYRQIHIDIPRTNPLIPLFQQPLVQEIFERILFIWAI.... Result: 1 (interaction).